Dataset: Full USPTO retrosynthesis dataset with 1.9M reactions from patents (1976-2016). Task: Predict the reactants needed to synthesize the given product. (1) The reactants are: [CH:1](NC(C)C)(C)C.CCCCCC.C([Li])CCC.[Cl:19][C:20]1[CH:25]=[CH:24][CH:23]=[C:22]([C:26]([F:29])([F:28])[F:27])[N:21]=1.CI. Given the product [Cl:19][C:20]1[C:25]([CH3:1])=[CH:24][CH:23]=[C:22]([C:26]([F:27])([F:28])[F:29])[N:21]=1, predict the reactants needed to synthesize it. (2) Given the product [C:1]([C:4]1[CH:5]=[C:6]([CH3:30])[C:7]([O:8][C:9]2[C:10]3[NH:26][CH:25]=[C:24]([Cl:38])[C:11]=3[N:12]=[C:13]([NH:15][C:16]3[CH:17]=[CH:18][C:19]([C:20]#[N:21])=[CH:22][CH:23]=3)[N:14]=2)=[C:27]([CH3:29])[CH:28]=1)(=[O:3])[CH3:2], predict the reactants needed to synthesize it. The reactants are: [C:1]([C:4]1[CH:28]=[C:27]([CH3:29])[C:7]([O:8][C:9]2[C:10]3[NH:26][CH:25]=[CH:24][C:11]=3[N:12]=[C:13]([NH:15][C:16]3[CH:23]=[CH:22][C:19]([C:20]#[N:21])=[CH:18][CH:17]=3)[N:14]=2)=[C:6]([CH3:30])[CH:5]=1)(=[O:3])[CH3:2].C1C(=O)N([Cl:38])C(=O)C1.